Dataset: Reaction yield outcomes from USPTO patents with 853,638 reactions. Task: Predict the reaction yield, written as a fraction of the theoretical maximum amount of product (1.0 means a 100% yield; for example, 0.34 means a 34% yield). (1) The reactants are [O:1]([CH2:8][CH2:9][N:10]1[CH:14]=[C:13](/[CH:15]=[CH:16]/[C:17]([O:19]CC)=[O:18])[CH:12]=[N:11]1)[C:2]1[CH:7]=[CH:6][CH:5]=[CH:4][CH:3]=1.[OH-].[K+]. The catalyst is CCO.O. The product is [O:1]([CH2:8][CH2:9][N:10]1[CH:14]=[C:13](/[CH:15]=[CH:16]/[C:17]([OH:19])=[O:18])[CH:12]=[N:11]1)[C:2]1[CH:7]=[CH:6][CH:5]=[CH:4][CH:3]=1. The yield is 0.910. (2) The catalyst is CO.CN(C)C1C=CN=CC=1. The product is [CH2:47]([S:51][C:3]([C:5]1([C:8](=[O:10])[CH3:9])[CH2:6][CH2:7]1)=[O:4])[CH2:48][CH2:49][CH3:50]. The reactants are CO[C:3]([C:5]1([C:8](=[O:10])[CH3:9])[CH2:7][CH2:6]1)=[O:4].Cl.C(OCC)C.ON1C(=O)CCC1=O.C1(N=C=NC2CCCCC2)CCCCC1.C(N(CC)CC)C.[CH2:47]([SH:51])[CH2:48][CH2:49][CH3:50]. The yield is 0.200. (3) The reactants are [Cl:1][C:2]1[CH:7]=[CH:6][C:5]([C:8]2[O:9][C:10]3[C:11](=[C:13]([C:17](O)=[O:18])[CH:14]=[CH:15][CH:16]=3)[N:12]=2)=[C:4]([O:20][CH3:21])[CH:3]=1.Cl.C(N=C=NCCCN(C)C)C.ON1C2C=CC=CC=2N=N1.Cl.Cl.[NH2:46][C@H:47]1[CH:52]2[CH2:53][CH2:54][N:49]([CH2:50][CH2:51]2)[CH2:48]1.C(N(CC)CC)C. The catalyst is CN(C=O)C.ClCCl. The product is [N:49]12[CH2:54][CH2:53][CH:52]([CH2:51][CH2:50]1)[C@H:47]([NH:46][C:17]([C:13]1[CH:14]=[CH:15][CH:16]=[C:10]3[O:9][C:8]([C:5]4[CH:6]=[CH:7][C:2]([Cl:1])=[CH:3][C:4]=4[O:20][CH3:21])=[N:12][C:11]=13)=[O:18])[CH2:48]2. The yield is 0.540. (4) The yield is 0.380. The catalyst is C1COCC1. The reactants are [NH2:1][C:2]1[C:3]([CH2:20][CH3:21])=[C:4]([NH:10][C:11](=[O:19])[CH2:12][CH2:13][CH:14]2[CH2:18][CH2:17][CH2:16][CH2:15]2)[C:5]([CH2:8][CH3:9])=[CH:6][CH:7]=1.[F:22][C:23]1[CH:30]=[CH:29][C:26]([CH:27]=O)=[CH:25][CH:24]=1.[BH4-].[Na+].CO. The product is [CH:14]1([CH2:13][CH2:12][C:11]([NH:10][C:4]2[C:5]([CH2:8][CH3:9])=[CH:6][CH:7]=[C:2]([NH:1][CH2:27][C:26]3[CH:29]=[CH:30][C:23]([F:22])=[CH:24][CH:25]=3)[C:3]=2[CH2:20][CH3:21])=[O:19])[CH2:18][CH2:17][CH2:16][CH2:15]1.